From a dataset of NCI-60 drug combinations with 297,098 pairs across 59 cell lines. Regression. Given two drug SMILES strings and cell line genomic features, predict the synergy score measuring deviation from expected non-interaction effect. (1) Drug 1: CC12CCC3C(C1CCC2=O)CC(=C)C4=CC(=O)C=CC34C. Drug 2: C1=CC(=CC=C1C#N)C(C2=CC=C(C=C2)C#N)N3C=NC=N3. Cell line: HOP-92. Synergy scores: CSS=17.6, Synergy_ZIP=-1.28, Synergy_Bliss=-3.99, Synergy_Loewe=-19.5, Synergy_HSA=-3.78. (2) Drug 1: C1CCC(C1)C(CC#N)N2C=C(C=N2)C3=C4C=CNC4=NC=N3. Drug 2: CNC(=O)C1=NC=CC(=C1)OC2=CC=C(C=C2)NC(=O)NC3=CC(=C(C=C3)Cl)C(F)(F)F. Cell line: SK-MEL-2. Synergy scores: CSS=25.6, Synergy_ZIP=-6.55, Synergy_Bliss=-3.93, Synergy_Loewe=-19.9, Synergy_HSA=-8.94. (3) Drug 1: C1CNP(=O)(OC1)N(CCCl)CCCl. Drug 2: C1CCC(C(C1)N)N.C(=O)(C(=O)[O-])[O-].[Pt+4]. Cell line: NCIH23. Synergy scores: CSS=0.569, Synergy_ZIP=-4.76, Synergy_Bliss=-21.7, Synergy_Loewe=-43.4, Synergy_HSA=-18.3. (4) Drug 1: CC1=C(C=C(C=C1)NC2=NC=CC(=N2)N(C)C3=CC4=NN(C(=C4C=C3)C)C)S(=O)(=O)N.Cl. Drug 2: C1CCC(CC1)NC(=O)N(CCCl)N=O. Cell line: KM12. Synergy scores: CSS=27.4, Synergy_ZIP=-5.11, Synergy_Bliss=-2.98, Synergy_Loewe=-2.33, Synergy_HSA=-0.706. (5) Drug 1: CNC(=O)C1=CC=CC=C1SC2=CC3=C(C=C2)C(=NN3)C=CC4=CC=CC=N4. Drug 2: COC1=C2C(=CC3=C1OC=C3)C=CC(=O)O2. Cell line: HCC-2998. Synergy scores: CSS=6.56, Synergy_ZIP=3.09, Synergy_Bliss=8.22, Synergy_Loewe=0.754, Synergy_HSA=5.15. (6) Synergy scores: CSS=11.7, Synergy_ZIP=-6.29, Synergy_Bliss=-5.76, Synergy_Loewe=-3.86, Synergy_HSA=-3.59. Cell line: SK-MEL-28. Drug 1: C1CCC(CC1)NC(=O)N(CCCl)N=O. Drug 2: CC1CCC2CC(C(=CC=CC=CC(CC(C(=O)C(C(C(=CC(C(=O)CC(OC(=O)C3CCCCN3C(=O)C(=O)C1(O2)O)C(C)CC4CCC(C(C4)OC)OCCO)C)C)O)OC)C)C)C)OC.